The task is: Regression. Given two drug SMILES strings and cell line genomic features, predict the synergy score measuring deviation from expected non-interaction effect.. This data is from NCI-60 drug combinations with 297,098 pairs across 59 cell lines. (1) Drug 1: C1C(C(OC1N2C=NC3=C2NC=NCC3O)CO)O. Drug 2: C1C(C(OC1N2C=NC(=NC2=O)N)CO)O. Cell line: HOP-62. Synergy scores: CSS=4.03, Synergy_ZIP=2.02, Synergy_Bliss=-1.41, Synergy_Loewe=-8.40, Synergy_HSA=-2.90. (2) Drug 1: CC1=CC2C(CCC3(C2CCC3(C(=O)C)OC(=O)C)C)C4(C1=CC(=O)CC4)C. Drug 2: C(CCl)NC(=O)N(CCCl)N=O. Cell line: RXF 393. Synergy scores: CSS=-3.65, Synergy_ZIP=1.48, Synergy_Bliss=0.295, Synergy_Loewe=-5.71, Synergy_HSA=-4.03. (3) Drug 1: CCC1(CC2CC(C3=C(CCN(C2)C1)C4=CC=CC=C4N3)(C5=C(C=C6C(=C5)C78CCN9C7C(C=CC9)(C(C(C8N6C=O)(C(=O)OC)O)OC(=O)C)CC)OC)C(=O)OC)O.OS(=O)(=O)O. Drug 2: C1C(C(OC1N2C=NC(=NC2=O)N)CO)O. Cell line: LOX IMVI. Synergy scores: CSS=20.3, Synergy_ZIP=-4.04, Synergy_Bliss=-0.923, Synergy_Loewe=-3.84, Synergy_HSA=-3.48. (4) Drug 1: CS(=O)(=O)C1=CC(=C(C=C1)C(=O)NC2=CC(=C(C=C2)Cl)C3=CC=CC=N3)Cl. Drug 2: CC(CN1CC(=O)NC(=O)C1)N2CC(=O)NC(=O)C2. Cell line: RPMI-8226. Synergy scores: CSS=10.3, Synergy_ZIP=-0.377, Synergy_Bliss=-0.898, Synergy_Loewe=-20.6, Synergy_HSA=-6.12. (5) Drug 2: C1=C(C(=O)NC(=O)N1)N(CCCl)CCCl. Drug 1: COC1=C(C=C2C(=C1)N=CN=C2NC3=CC(=C(C=C3)F)Cl)OCCCN4CCOCC4. Synergy scores: CSS=38.9, Synergy_ZIP=3.52, Synergy_Bliss=5.09, Synergy_Loewe=6.13, Synergy_HSA=6.94. Cell line: SNB-19. (6) Drug 1: CN1C(=O)N2C=NC(=C2N=N1)C(=O)N. Drug 2: CS(=O)(=O)CCNCC1=CC=C(O1)C2=CC3=C(C=C2)N=CN=C3NC4=CC(=C(C=C4)OCC5=CC(=CC=C5)F)Cl. Cell line: NCI-H226. Synergy scores: CSS=-2.21, Synergy_ZIP=2.11, Synergy_Bliss=0.371, Synergy_Loewe=-4.49, Synergy_HSA=-4.49.